From a dataset of Full USPTO retrosynthesis dataset with 1.9M reactions from patents (1976-2016). Predict the reactants needed to synthesize the given product. (1) The reactants are: C([O:8][C:9]1[CH:17]=[CH:16][C:15]2[N:14]([S:18]([C:21]3[CH:26]=[CH:25][CH:24]=[CH:23][CH:22]=3)(=[O:20])=[O:19])[CH:13]=[CH:12][C:11]=2[C:10]=1[CH:27]=O)C1C=CC=CC=1.[OH:29][CH:30]1[CH2:34][CH2:33][NH:32][CH2:31]1.C(O[BH-](OC(=O)C)OC(=O)C)(=O)C.[Na+].C([O-])=O.[NH4+]. Given the product [OH:29][CH:30]1[CH2:34][CH2:33][N:32]([CH2:27][C:10]2[C:9]([OH:8])=[CH:17][CH:16]=[C:15]3[C:11]=2[CH:12]=[CH:13][N:14]3[S:18]([C:21]2[CH:26]=[CH:25][CH:24]=[CH:23][CH:22]=2)(=[O:19])=[O:20])[CH2:31]1, predict the reactants needed to synthesize it. (2) Given the product [CH2:19]([O:48][C:47](=[O:49])[C@H:46]([CH2:50][OH:51])[CH2:45][C@H:44]([NH:43][C:7]([C:4]1[NH:5][N:6]=[C:2]([Cl:1])[N:3]=1)=[O:9])[CH2:52][C:53]1[CH:54]=[CH:55][C:56]([C:59]2[CH:64]=[CH:63][CH:62]=[CH:61][CH:60]=2)=[CH:57][CH:58]=1)[CH3:20], predict the reactants needed to synthesize it. The reactants are: [Cl:1][C:2]1[N:3]=[C:4]([C:7]([OH:9])=O)[NH:5][N:6]=1.CN(C(ON1N=N[C:20]2C=CC=N[C:19]1=2)=[N+](C)C)C.F[P-](F)(F)(F)(F)F.CCN(C(C)C)C(C)C.[NH2:43][C@H:44]([CH2:52][C:53]1[CH:58]=[CH:57][C:56]([C:59]2[CH:64]=[CH:63][CH:62]=[CH:61][CH:60]=2)=[CH:55][CH:54]=1)[CH2:45][C@@H:46]([CH2:50][OH:51])[C:47]([OH:49])=[O:48]. (3) Given the product [CH3:15][S:16]([N:1]1[CH2:2][CH2:3][CH:4]([NH:7][C:8](=[O:14])[O:9][C:10]([CH3:11])([CH3:13])[CH3:12])[CH2:5][CH2:6]1)(=[O:18])=[O:17], predict the reactants needed to synthesize it. The reactants are: [NH:1]1[CH2:6][CH2:5][CH:4]([NH:7][C:8](=[O:14])[O:9][C:10]([CH3:13])([CH3:12])[CH3:11])[CH2:3][CH2:2]1.[CH3:15][S:16](Cl)(=[O:18])=[O:17]. (4) Given the product [Br:1][C:2]1[CH:3]=[C:4]([CH:8]=[CH:9][C:10]=1[CH2:11][OH:14])[C:5]([OH:7])=[O:6], predict the reactants needed to synthesize it. The reactants are: [Br:1][C:2]1[CH:3]=[C:4]([CH:8]=[CH:9][C:10]=1[CH2:11]Br)[C:5]([OH:7])=[O:6].Cl.[OH2:14].